From a dataset of Catalyst prediction with 721,799 reactions and 888 catalyst types from USPTO. Predict which catalyst facilitates the given reaction. (1) Reactant: [CH:1](NC(C)C)(C)C.C([Li])CCC.[CH3:13][O:14][C:15](=[O:27])[C:16](C)([C:19]1[CH:24]=[CH:23][C:22]([Br:25])=[CH:21][CH:20]=1)[CH2:17][CH3:18].Br[CH2:29][CH2:30][CH2:31][Br:32]. Product: [CH3:13][O:14][C:15](=[O:27])[C:16]([C:19]1[CH:20]=[CH:21][C:22]([Br:25])=[CH:23][CH:24]=1)([CH:17]([CH3:18])[CH3:1])[CH2:29][CH2:30][CH2:31][Br:32]. The catalyst class is: 134. (2) Reactant: [NH2:1][C:2]1[C:7]([OH:8])=[C:6]([Cl:9])[N:5]=[CH:4][N:3]=1.C(=O)([O-])[O-].[Cs+].[Cs+].I[CH2:17][CH3:18]. Product: [Cl:9][C:6]1[N:5]=[CH:4][N:3]=[C:2]([NH2:1])[C:7]=1[O:8][CH2:17][CH3:18]. The catalyst class is: 372. (3) Reactant: [F:1][C:2]1[CH:3]=[CH:4][CH:5]=[C:6]2[C:11]=1[NH:10][C:9](=[O:12])[C:8]([CH:13]=O)=[CH:7]2.[Cl:15][C:16]1[CH:17]=[C:18]([CH:20]=[CH:21][CH:22]=1)[NH2:19].C(O[BH-](OC(=O)C)OC(=O)C)(=O)C.[Na+]. Product: [Cl:15][C:16]1[CH:17]=[C:18]([NH:19][CH2:13][C:8]2[C:9](=[O:12])[NH:10][C:11]3[C:6]([CH:7]=2)=[CH:5][CH:4]=[CH:3][C:2]=3[F:1])[CH:20]=[CH:21][CH:22]=1. The catalyst class is: 5. (4) Reactant: [C:1]([O:5][C:6]([N:8]1[CH2:13][CH2:12][CH:11](S(C)(=O)=O)[CH2:10][CH2:9]1)=[O:7])([CH3:4])([CH3:3])[CH3:2].[C:18]([O-:21])(=[S:20])[CH3:19].[Na+]. Product: [C:1]([O:5][C:6]([N:8]1[CH2:13][CH2:12][CH:11]([S:20][C:18](=[O:21])[CH3:19])[CH2:10][CH2:9]1)=[O:7])([CH3:4])([CH3:2])[CH3:3]. The catalyst class is: 3. (5) Reactant: [S:1]1[C:5]2[CH:6]=[CH:7][C:8]([C:10](O)([CH2:13][CH3:14])[CH2:11][CH3:12])=[CH:9][C:4]=2[N:3]=[CH:2]1.[NH:16]1[C:24]2[C:19](=[CH:20][CH:21]=[CH:22][C:23]=2[NH:25][S:26]([CH3:29])(=[O:28])=[O:27])[CH:18]=[CH:17]1.C(O)(C(F)(F)F)=O. Product: [S:1]1[C:5]2[CH:6]=[CH:7][C:8]([C:10]([C:18]3[C:19]4[C:24](=[C:23]([NH:25][S:26]([CH3:29])(=[O:27])=[O:28])[CH:22]=[CH:21][CH:20]=4)[NH:16][CH:17]=3)([CH2:13][CH3:14])[CH2:11][CH3:12])=[CH:9][C:4]=2[N:3]=[CH:2]1. The catalyst class is: 2. (6) Reactant: [CH2:1]1[CH:6]2[C:7](=O)[NH:8][CH2:9][CH2:10][N:5]2[CH2:4][CH2:3][S:2]1(=[O:13])=[O:12].Cl. Product: [CH2:1]1[CH:6]2[CH2:7][NH:8][CH2:9][CH2:10][N:5]2[CH2:4][CH2:3][S:2]1(=[O:13])=[O:12]. The catalyst class is: 1. (7) Reactant: [Cl-].[Cl-].[Cl-].[Al+3].[CH2:5]([O:7][C:8](=[O:12])[C:9](Cl)=[O:10])[CH3:6].[CH:13]([S:16][C:17]1[CH:22]=[CH:21][CH:20]=[CH:19][CH:18]=1)([CH3:15])[CH3:14]. Product: [CH2:5]([O:7][C:8](=[O:12])[C:9]([C:20]1[CH:21]=[CH:22][C:17]([S:16][CH:13]([CH3:15])[CH3:14])=[CH:18][CH:19]=1)=[O:10])[CH3:6]. The catalyst class is: 2. (8) Reactant: Br[C:2]1[CH:3]=[C:4]([NH:10][C@H:11]([CH2:15][C:16]2[C:24]3[C:19](=[CH:20][CH:21]=[CH:22][CH:23]=3)[NH:18][CH:17]=2)[C:12]([NH2:14])=[O:13])[CH:5]=[CH:6][C:7]=1[C:8]#[N:9].Cl.[NH2:26][C:27]1[S:31][N:30]=[C:29]([CH3:32])[CH:28]=1.C([O-])([O-])=O.[K+].[K+].C1C=CC(P(C2C(C3C(P(C4C=CC=CC=4)C4C=CC=CC=4)=CC=C4C=3C=CC=C4)=C3C(C=CC=C3)=CC=2)C2C=CC=CC=2)=CC=1. Product: [C:8]([C:7]1[CH:6]=[CH:5][C:4]([NH:10][C@H:11]([CH2:15][C:16]2[C:24]3[C:19](=[CH:20][CH:21]=[CH:22][CH:23]=3)[NH:18][CH:17]=2)[C:12]([NH2:14])=[O:13])=[CH:3][C:2]=1[NH:26][C:27]1[S:31][N:30]=[C:29]([CH3:32])[CH:28]=1)#[N:9]. The catalyst class is: 231. (9) Reactant: N[C:2]1[C:10]2[C:5](=[CH:6][CH:7]=[CH:8][CH:9]=2)[NH:4][N:3]=1.CC[N:13](C(C)C)C(C)C.[CH3:20][C:21]([O:24][C:25]([O:27]C(OC(C)(C)C)=O)=O)([CH3:23])[CH3:22]. Product: [NH:4]1[C:5]2[C:10](=[CH:9][C:8]([NH:13][C:25](=[O:27])[O:24][C:21]([CH3:23])([CH3:22])[CH3:20])=[CH:7][CH:6]=2)[CH:2]=[N:3]1. The catalyst class is: 18.